Dataset: Reaction yield outcomes from USPTO patents with 853,638 reactions. Task: Predict the reaction yield, written as a fraction of the theoretical maximum amount of product (1.0 means a 100% yield; for example, 0.34 means a 34% yield). The reactants are [CH3:1][C:2]1([CH3:16])[C:6]([CH3:8])([CH3:7])[O:5][B:4]([C:9]2[CH:15]=[CH:14][CH:13]=[CH:12][C:10]=2[NH2:11])[O:3]1.[CH3:17][S:18](Cl)(=[O:20])=[O:19]. The catalyst is N1C=CC=CC=1. The product is [CH3:8][C:6]1([CH3:7])[C:2]([CH3:16])([CH3:1])[O:3][B:4]([C:9]2[CH:15]=[CH:14][CH:13]=[CH:12][C:10]=2[NH:11][S:18]([CH3:17])(=[O:20])=[O:19])[O:5]1. The yield is 0.520.